From a dataset of Catalyst prediction with 721,799 reactions and 888 catalyst types from USPTO. Predict which catalyst facilitates the given reaction. (1) The catalyst class is: 93. Product: [C:12]([N:1]1[C:2]2[CH:3]=[C:4]([C:8]([O:10][CH3:11])=[O:9])[S:5][C:6]=2[CH:7]=[N:24]1)(=[O:15])[CH3:13]. Reactant: [NH2:1][C:2]1[CH:3]=[C:4]([C:8]([O:10][CH3:11])=[O:9])[S:5][C:6]=1[CH3:7].[C:12]([O:15]C(=O)C)(=O)[CH3:13].C([O-])(=O)C.[K+].[N:24](OCC(C)C)=O. (2) Reactant: [CH3:1][C:2]([CH3:25])([CH2:23][CH3:24])[CH2:3][C:4](=O)[CH2:5][NH:6][C:7](=O)[CH2:8][CH2:9][C:10]1[O:14][N:13]=[C:12]([C:15]2[CH:20]=[CH:19][CH:18]=[CH:17][N:16]=2)[N:11]=1.C([O-])(=O)C.[NH4+:30].C(OCC)(=O)C.[OH-].[NH4+]. Product: [CH3:1][C:2]([CH3:25])([CH2:23][CH3:24])[CH2:3][C:4]1[NH:30][C:7]([CH2:8][CH2:9][C:10]2[O:14][N:13]=[C:12]([C:15]3[CH:20]=[CH:19][CH:18]=[CH:17][N:16]=3)[N:11]=2)=[N:6][CH:5]=1. The catalyst class is: 86. (3) Reactant: [CH3:1][O:2][C:3](=[O:21])[C:4]1[CH:9]=[CH:8][CH:7]=[CH:6][C:5]=1[NH:10][S:11]([C:14]1[CH:19]=[CH:18][C:17]([CH3:20])=[CH:16][CH:15]=1)(=[O:13])=[O:12].Br[CH2:23][CH2:24][CH2:25][C:26]([O:28][CH2:29][CH3:30])=[O:27]. Product: [CH3:1][O:2][C:3](=[O:21])[C:4]1[CH:9]=[CH:8][CH:7]=[CH:6][C:5]=1[N:10]([CH2:23][CH2:24][CH2:25][C:26]([O:28][CH2:29][CH3:30])=[O:27])[S:11]([C:14]1[CH:15]=[CH:16][C:17]([CH3:20])=[CH:18][CH:19]=1)(=[O:13])=[O:12]. The catalyst class is: 131. (4) Reactant: [OH:1][CH:2]1[C:7]([O:10][CH3:11])([O:8][CH3:9])[CH2:6][CH2:5][N:4]([C:12]([O:14][C:15]([CH3:18])([CH3:17])[CH3:16])=[O:13])[CH2:3]1.[H-].[Na+].I[CH2:22][CH3:23]. Product: [CH2:22]([O:1][CH:2]1[C:7]([O:8][CH3:9])([O:10][CH3:11])[CH2:6][CH2:5][N:4]([C:12]([O:14][C:15]([CH3:18])([CH3:17])[CH3:16])=[O:13])[CH2:3]1)[CH3:23]. The catalyst class is: 3.